From a dataset of NCI-60 drug combinations with 297,098 pairs across 59 cell lines. Regression. Given two drug SMILES strings and cell line genomic features, predict the synergy score measuring deviation from expected non-interaction effect. Drug 1: CS(=O)(=O)C1=CC(=C(C=C1)C(=O)NC2=CC(=C(C=C2)Cl)C3=CC=CC=N3)Cl. Drug 2: CN1C(=O)N2C=NC(=C2N=N1)C(=O)N. Cell line: SK-MEL-2. Synergy scores: CSS=-7.19, Synergy_ZIP=5.90, Synergy_Bliss=2.26, Synergy_Loewe=-3.03, Synergy_HSA=-3.63.